This data is from Catalyst prediction with 721,799 reactions and 888 catalyst types from USPTO. The task is: Predict which catalyst facilitates the given reaction. (1) Reactant: [CH3:1][C:2]1([CH3:22])[NH:6][N:5]([C:7]2[CH:12]=[CH:11][C:10]([C:13]#[C:14][C:15]3[CH:20]=[CH:19][CH:18]=[CH:17][CH:16]=3)=[CH:9][N:8]=2)[C:4](=[O:21])[CH2:3]1.[C:23]([O-])([O-])=O.[K+].[K+].IC. Product: [CH3:23][N:6]1[C:2]([CH3:22])([CH3:1])[CH2:3][C:4](=[O:21])[N:5]1[C:7]1[CH:12]=[CH:11][C:10]([C:13]#[C:14][C:15]2[CH:20]=[CH:19][CH:18]=[CH:17][CH:16]=2)=[CH:9][N:8]=1. The catalyst class is: 10. (2) Reactant: [Cl-].O[NH3+:3].[C:4](=[O:7])([O-])[OH:5].[Na+].CS(C)=O.[CH2:13]([C:17]1[N:18]=[C:19]([CH3:49])[N:20]([C:39]2[CH:44]=[CH:43][C:42]([O:45][CH3:46])=[C:41]([O:47][CH3:48])[CH:40]=2)[C:21](=[O:38])[C:22]=1[CH2:23][C:24]1[CH:29]=[CH:28][C:27]([C:30]2[C:31]([C:36]#[N:37])=[CH:32][CH:33]=[CH:34][CH:35]=2)=[CH:26][CH:25]=1)[CH2:14][CH2:15][CH3:16]. Product: [CH2:13]([C:17]1[N:18]=[C:19]([CH3:49])[N:20]([C:39]2[CH:44]=[CH:43][C:42]([O:45][CH3:46])=[C:41]([O:47][CH3:48])[CH:40]=2)[C:21](=[O:38])[C:22]=1[CH2:23][C:24]1[CH:25]=[CH:26][C:27]([C:30]2[CH:35]=[CH:34][CH:33]=[CH:32][C:31]=2[C:36]2[NH:3][C:4](=[O:7])[O:5][N:37]=2)=[CH:28][CH:29]=1)[CH2:14][CH2:15][CH3:16]. The catalyst class is: 69. (3) Reactant: [S:1]1[C:5]2[CH:6]=[CH:7][CH:8]=[CH:9][C:4]=2[N:3]=[C:2]1[O:10][C:11]1[CH:19]=[C:18]2[C:14]([CH:15]=[C:16]([CH:20]=O)[NH:17]2)=[CH:13][CH:12]=1.[NH:22]1[CH2:27][CH2:26][CH2:25][CH2:24][CH2:23]1.[BH-](OC(C)=O)(OC(C)=O)OC(C)=O.[Na+]. Product: [N:22]1([CH2:20][C:16]2[NH:17][C:18]3[C:14]([CH:15]=2)=[CH:13][CH:12]=[C:11]([O:10][C:2]2[S:1][C:5]4[CH:6]=[CH:7][CH:8]=[CH:9][C:4]=4[N:3]=2)[CH:19]=3)[CH2:27][CH2:26][CH2:25][CH2:24][CH2:23]1. The catalyst class is: 2.